Regression/Classification. Given a drug SMILES string, predict its toxicity properties. Task type varies by dataset: regression for continuous values (e.g., LD50, hERG inhibition percentage) or binary classification for toxic/non-toxic outcomes (e.g., AMES mutagenicity, cardiotoxicity, hepatotoxicity). Dataset: ld50_zhu. From a dataset of Acute oral toxicity (LD50) regression data from Zhu et al.. (1) The drug is c1ccc(P(c2ccccc2)c2ccccc2)cc1. The rat oral LD50 is 2.57, given as -log10 of the dose in mol/kg body weight (higher means more acutely toxic). (2) The compound is CC(C)(C)C(O)C(Oc1ccc(Cl)cc1)n1cncn1. The rat oral LD50 is 2.63, given as -log10 of the dose in mol/kg body weight (higher means more acutely toxic). (3) The drug is O=CCC=O. The rat oral LD50 is 2.06, given as -log10 of the dose in mol/kg body weight (higher means more acutely toxic). (4) The compound is COc1cc([N+](=O)[O-])ccc1N. The rat oral LD50 is 2.23, given as -log10 of the dose in mol/kg body weight (higher means more acutely toxic). (5) The drug is CCCCCCCCCCOC(=O)Cc1ccc(N(CCCl)CCCl)cc1. The rat oral LD50 is 3.44, given as -log10 of the dose in mol/kg body weight (higher means more acutely toxic). (6) The drug is C(Oc1nc(OCC2CO2)nc(OCC2CO2)n1)C1CO1. The rat oral LD50 is 2.25, given as -log10 of the dose in mol/kg body weight (higher means more acutely toxic). (7) The molecule is CCCc1ccccc1. The rat oral LD50 is 1.30, given as -log10 of the dose in mol/kg body weight (higher means more acutely toxic). (8) The compound is O=C(O)CBr. The rat oral LD50 is 3.44, given as -log10 of the dose in mol/kg body weight (higher means more acutely toxic). (9) The molecule is COP(=O)(OC1CCCCC1)Sc1ccc(Cl)cc1. The rat oral LD50 is 3.30, given as -log10 of the dose in mol/kg body weight (higher means more acutely toxic). (10) The compound is CCCCOC(=O)n1c(Br)nc(Br)c1Br. The rat oral LD50 is 3.96, given as -log10 of the dose in mol/kg body weight (higher means more acutely toxic).